This data is from Peptide-MHC class I binding affinity with 185,985 pairs from IEDB/IMGT. The task is: Regression. Given a peptide amino acid sequence and an MHC pseudo amino acid sequence, predict their binding affinity value. This is MHC class I binding data. (1) The peptide sequence is RFPLTFGW. The MHC is HLA-B53:01 with pseudo-sequence HLA-B53:01. The binding affinity (normalized) is 0.363. (2) The peptide sequence is AQGYKVLVL. The MHC is HLA-B53:01 with pseudo-sequence HLA-B53:01. The binding affinity (normalized) is 0.